This data is from Reaction yield outcomes from USPTO patents with 853,638 reactions. The task is: Predict the reaction yield, written as a fraction of the theoretical maximum amount of product (1.0 means a 100% yield; for example, 0.34 means a 34% yield). (1) The reactants are [NH2:1][C:2]1[CH:3]=[C:4]([N:8]=[C:9]2[N:13]([CH2:14][C:15]3[CH:20]=[CH:19][CH:18]=[CH:17][CH:16]=3)[C:12](=[O:21])[C:11](=[C:22]3[N:26]([CH3:27])[C:25]4[CH:28]=[CH:29][CH:30]=[CH:31][C:24]=4[S:23]3)[S:10]2)[CH:5]=[CH:6][CH:7]=1.Cl.[CH3:33][N:34]([CH2:36][C:37](Cl)=[O:38])[CH3:35]. The catalyst is C(Cl)(Cl)Cl. The product is [CH2:14]([N:13]1[C:12](=[O:21])[C:11](=[C:22]2[N:26]([CH3:27])[C:25]3[CH:28]=[CH:29][CH:30]=[CH:31][C:24]=3[S:23]2)[S:10][C:9]1=[N:8][C:4]1[CH:3]=[C:2]([NH:1][C:37](=[O:38])[CH2:36][N:34]([CH3:35])[CH3:33])[CH:7]=[CH:6][CH:5]=1)[C:15]1[CH:20]=[CH:19][CH:18]=[CH:17][CH:16]=1. The yield is 0.180. (2) The reactants are [OH-].[Na+].[Cl:3][C:4]1[C:5]([C:28]2[N:32]3[CH:33]=[CH:34][CH:35]=[CH:36][C:31]3=[N:30][CH:29]=2)=[N:6][C:7]([NH:10][C:11]2[CH:16]=[CH:15][C:14]([N:17]3[CH2:22][CH2:21][N:20](C(=O)C)[CH2:19][CH2:18]3)=[CH:13][C:12]=2[O:26][CH3:27])=[N:8][CH:9]=1. The catalyst is CO.O. The product is [Cl:3][C:4]1[C:5]([C:28]2[N:32]3[CH:33]=[CH:34][CH:35]=[CH:36][C:31]3=[N:30][CH:29]=2)=[N:6][C:7]([NH:10][C:11]2[CH:16]=[CH:15][C:14]([N:17]3[CH2:18][CH2:19][NH:20][CH2:21][CH2:22]3)=[CH:13][C:12]=2[O:26][CH3:27])=[N:8][CH:9]=1. The yield is 1.00. (3) The product is [C:99]([O:98][C:96]([N:94]1[C@H:93]([C:103]([O:105][CH3:106])=[O:104])[CH:92]=[C:91]([C:117]2[CH:126]=[C:125]3[C:120]([CH2:121][C@@H:122]([C:134]([O:136][CH3:137])=[O:135])[N:123]([C:127]([O:129][C:130]([CH3:131])([CH3:132])[CH3:133])=[O:128])[CH2:124]3)=[CH:119][CH:118]=2)[CH2:95]1)=[O:97])([CH3:102])([CH3:101])[CH3:100]. The yield is 0.700. No catalyst specified. The reactants are C(OC(N(C)[C@@H](C)C(N[C@@H](C(C)(C)C)C(N1C[C@@H](C2C=C3C(C[C@@H](C(=O)N[C@H]4C5C(=CC=CC=5)CCC4)N(C(=O)[C@@H](NC(=O)[C@@H](N(C(OC(C)(C)C)=O)C)C)C(C)(C)C)C3)=CC=2)C[C@H]1C(N[C@@H](CC1C=CC=CC=1)C(O)=O)=O)=O)=O)=O)(C)(C)C.FC(F)(F)S(O[C:91]1[CH2:95][N:94]([C:96]([O:98][C:99]([CH3:102])([CH3:101])[CH3:100])=[O:97])[C@H:93]([C:103]([O:105][CH3:106])=[O:104])[CH:92]=1)(=O)=O.CC1(C)C(C)(C)OB([C:117]2[CH:126]=[C:125]3[C:120]([CH2:121][C@@H:122]([C:134]([O:136][CH3:137])=[O:135])[N:123]([C:127]([O:129][C:130]([CH3:133])([CH3:132])[CH3:131])=[O:128])[CH2:124]3)=[CH:119][CH:118]=2)O1.